This data is from Reaction yield outcomes from USPTO patents with 853,638 reactions. The task is: Predict the reaction yield, written as a fraction of the theoretical maximum amount of product (1.0 means a 100% yield; for example, 0.34 means a 34% yield). (1) The reactants are [N+:1]([C:4]1[CH:9]=[CH:8][C:7]([NH:10][C:11](=[O:17])[CH2:12][CH2:13][C:14]([OH:16])=O)=[CH:6][C:5]=1[C:18]([F:21])([F:20])[F:19])([O-:3])=[O:2].CC([O-])=O.[Na+]. The catalyst is C(OC(=O)C)(=O)C.O. The product is [N+:1]([C:4]1[CH:9]=[CH:8][C:7]([N:10]2[C:11](=[O:17])[CH2:12][CH2:13][C:14]2=[O:16])=[CH:6][C:5]=1[C:18]([F:21])([F:20])[F:19])([O-:3])=[O:2]. The yield is 0.390. (2) The reactants are [H-].[Na+].[O:3]=[C:4]1[CH2:12][C:11]2[C:6](=[CH:7][C:8]([C:13]#[N:14])=[CH:9][CH:10]=2)[NH:5]1.[Cl:15][C:16]1[N+:21]([O-])=[CH:20][C:19]([C:23]([N:25]2[CH2:30][CH2:29][N:28]([CH3:31])[CH2:27][CH2:26]2)=[O:24])=[CH:18][CH:17]=1.[Cl-].[Na+].P(Cl)(Cl)Cl. The catalyst is CN(C)C=O.C(=O)([O-])O.[Na+].C(Cl)(Cl)Cl.C(OCC)(=O)C.C(#N)C. The product is [ClH:15].[OH:3][C:4]1[NH:5][C:6]2[C:11]([C:12]=1[C:16]1[CH:17]=[CH:18][C:19]([C:23]([N:25]3[CH2:26][CH2:27][N:28]([CH3:31])[CH2:29][CH2:30]3)=[O:24])=[CH:20][N:21]=1)=[CH:10][CH:9]=[C:8]([C:13]#[N:14])[CH:7]=2. The yield is 0.150. (3) The reactants are Cl[C:2]1[CH:7]=[C:6]([C:8]2[CH:13]=[CH:12][CH:11]=[C:10]([O:14][CH3:15])[CH:9]=2)[N:5]=[C:4]([O:16][CH3:17])[N:3]=1.Cl.[N+:19]([C:22]1[CH:27]=[CH:26][C:25]([CH2:28][CH2:29][NH2:30])=[CH:24][CH:23]=1)([O-:21])=[O:20].C(N(C(C)C)CC)(C)C. The catalyst is CCO. The product is [CH3:17][O:16][C:4]1[N:3]=[C:2]([NH:30][CH2:29][CH2:28][C:25]2[CH:24]=[CH:23][C:22]([N+:19]([O-:21])=[O:20])=[CH:27][CH:26]=2)[CH:7]=[C:6]([C:8]2[CH:13]=[CH:12][CH:11]=[C:10]([O:14][CH3:15])[CH:9]=2)[N:5]=1. The yield is 0.510. (4) The reactants are Cl[C:2]1[CH:7]=[C:6]([O:8][CH2:9][C:10]2[C:15]([F:16])=[CH:14][C:13]([F:17])=[CH:12][N:11]=2)[CH:5]=[CH:4][N:3]=1.C([O-])(=[O:20])C.[NH4+]. The catalyst is C(O)=O. The product is [F:16][C:15]1[C:10]([CH2:9][O:8][C:6]2[CH:5]=[CH:4][NH:3][C:2](=[O:20])[CH:7]=2)=[N:11][CH:12]=[C:13]([F:17])[CH:14]=1. The yield is 0.630. (5) The reactants are [Cl:1][C:2]1[CH:7]=[C:6]2[NH:8][C:9](=[O:32])[C:10]3([CH:15]([C:16]4[CH:21]=[CH:20][CH:19]=[C:18]([Cl:22])[CH:17]=4)[CH2:14][C:13](=O)[NH:12][CH:11]3[C:24]3[CH:29]=[CH:28][CH:27]=[C:26]([O:30][CH3:31])[CH:25]=3)[C:5]2=[CH:4][CH:3]=1.[BH4-].[Na+]. The catalyst is CO. The product is [Cl:1][C:2]1[CH:7]=[C:6]2[NH:8][C:9](=[O:32])[C:10]3([CH:15]([C:16]4[CH:21]=[CH:20][CH:19]=[C:18]([Cl:22])[CH:17]=4)[CH2:14][CH2:13][NH:12][CH:11]3[C:24]3[CH:29]=[CH:28][CH:27]=[C:26]([O:30][CH3:31])[CH:25]=3)[C:5]2=[CH:4][CH:3]=1. The yield is 0.170. (6) The reactants are [CH:1]1([CH2:4][OH:5])[CH2:3][CH2:2]1.[H-].[Na+].Br[C:9]1[C:10]([NH2:16])=[N:11][CH:12]=[C:13]([Br:15])[N:14]=1. The catalyst is CS(C)=O. The product is [Br:15][C:13]1[N:14]=[C:9]([O:5][CH2:4][CH:1]2[CH2:3][CH2:2]2)[C:10]([NH2:16])=[N:11][CH:12]=1. The yield is 0.725.